This data is from Full USPTO retrosynthesis dataset with 1.9M reactions from patents (1976-2016). The task is: Predict the reactants needed to synthesize the given product. The reactants are: CS(O[CH:6]1[CH2:11][CH2:10][O:9][CH2:8][CH2:7]1)(=O)=O.[Br:12][C:13]1[CH:14]=[N:15][NH:16][CH:17]=1.C([O-])([O-])=O.[K+].[K+].CN(C=O)C. Given the product [Br:12][C:13]1[CH:14]=[N:15][N:16]([CH:6]2[CH2:11][CH2:10][O:9][CH2:8][CH2:7]2)[CH:17]=1, predict the reactants needed to synthesize it.